From a dataset of Cav3 T-type calcium channel HTS with 100,875 compounds. Binary Classification. Given a drug SMILES string, predict its activity (active/inactive) in a high-throughput screening assay against a specified biological target. The result is 0 (inactive). The compound is S(CC(=O)c1ccccc1)c1oc(nn1)COc1cc(cc(c1)C)C.